The task is: Predict the product of the given reaction.. This data is from Forward reaction prediction with 1.9M reactions from USPTO patents (1976-2016). (1) Given the reactants [Cl:1][C:2]1[CH:3]=[C:4]2[C:9](=[CH:10][CH:11]=1)[C@@:8]1([CH2:17][O:16][C:15]3[CH:18]=[CH:19][C:20]([C:22](O)=[O:23])=[CH:21][C:14]=3[N:13]([CH2:25][C@@H:26]3[CH2:29][CH2:28][C@H:27]3[C@@H:30]([OH:33])[CH:31]=[CH2:32])[CH2:12]1)[CH2:7][CH2:6][CH2:5]2.[CH3:34][C@@H:35]([CH2:42][CH:43]=[CH2:44])[C@H:36]([S:38]([NH2:41])(=[O:40])=[O:39])[CH3:37].CCN=C=NCCCN(C)C.Cl, predict the reaction product. The product is: [Cl:1][C:2]1[CH:3]=[C:4]2[C:9](=[CH:10][CH:11]=1)[C@@:8]1([CH2:17][O:16][C:15]3[CH:18]=[CH:19][C:20]([C:22]([NH:41][S:38]([C@@H:36]([C@@H:35]([CH3:34])[CH2:42][CH:43]=[CH2:44])[CH3:37])(=[O:39])=[O:40])=[O:23])=[CH:21][C:14]=3[N:13]([CH2:25][C@@H:26]3[CH2:29][CH2:28][C@H:27]3[C@@H:30]([OH:33])[CH:31]=[CH2:32])[CH2:12]1)[CH2:7][CH2:6][CH2:5]2. (2) The product is: [CH3:1][O:2][C:3](=[O:13])[C@@H:4]([N:12]1[CH2:29][C:28]([O:31][C:32]2[CH:37]=[CH:36][CH:35]=[C:34]([C:38]([F:40])([F:41])[F:39])[CH:33]=2)=[CH:27][C:26]1=[O:25])[CH2:5][CH:6]1[CH2:11][CH2:10][CH2:9][CH2:8][CH2:7]1. Given the reactants [CH3:1][O:2][C:3](=[O:13])[C@@H:4]([NH2:12])[CH2:5][CH:6]1[CH2:11][CH2:10][CH2:9][CH2:8][CH2:7]1.C(N(CC)C(C)C)(C)C.C([O:25][C:26](=O)/[CH:27]=[C:28](/[O:31][C:32]1[CH:37]=[CH:36][CH:35]=[C:34]([C:38]([F:41])([F:40])[F:39])[CH:33]=1)\[CH2:29]Br)C, predict the reaction product. (3) Given the reactants [CH2:1]([N:6]1[CH:10]=[C:9]([C:11]([O:13][CH3:14])=[O:12])[N:8]=[CH:7]1)[CH2:2][CH2:3][CH2:4][CH3:5].[Br:15]NC(=O)CCC(N)=O, predict the reaction product. The product is: [Br:15][C:7]1[N:6]([CH2:1][CH2:2][CH2:3][CH2:4][CH3:5])[CH:10]=[C:9]([C:11]([O:13][CH3:14])=[O:12])[N:8]=1. (4) Given the reactants C([O:3][C:4](=[O:25])[CH2:5][C@H:6]1[C:14]2[C:9](=[CH:10][C:11]([O:15][CH2:16][CH2:17][C:18]3[N:19]=[C:20](Br)[S:21][C:22]=3[CH3:23])=[CH:12][CH:13]=2)[CH2:8][CH2:7]1)C.[CH3:26][CH2:27]O.[Li+].[OH-], predict the reaction product. The product is: [CH:9]([C:26]1[CH:27]=[CH:7][C:6]([C:20]2[S:21][C:22]([CH3:23])=[C:18]([CH2:17][CH2:16][O:15][C:11]3[CH:10]=[C:9]4[C:14](=[CH:13][CH:12]=3)[C@H:6]([CH2:5][C:4]([OH:3])=[O:25])[CH2:7][CH2:8]4)[N:19]=2)=[CH:5][CH:4]=1)([CH3:10])[CH3:8].